Dataset: Peptide-MHC class II binding affinity with 134,281 pairs from IEDB. Task: Regression. Given a peptide amino acid sequence and an MHC pseudo amino acid sequence, predict their binding affinity value. This is MHC class II binding data. (1) The peptide sequence is KTLILLETFVRVNPE. The MHC is DRB1_0401 with pseudo-sequence DRB1_0401. The binding affinity (normalized) is 0.646. (2) The peptide sequence is GELQIVDKHDAAFKI. The binding affinity (normalized) is 0.595. The MHC is DRB1_0701 with pseudo-sequence DRB1_0701. (3) The peptide sequence is WEALKYLWNLLQYWGQELK. The MHC is HLA-DPA10103-DPB10401 with pseudo-sequence HLA-DPA10103-DPB10401. The binding affinity (normalized) is 0.214. (4) The peptide sequence is AEGGKATTEEQKLIE. The MHC is HLA-DPA10301-DPB10402 with pseudo-sequence HLA-DPA10301-DPB10402. The binding affinity (normalized) is 0. (5) The peptide sequence is MYYVSGARSNVTFTVK. The MHC is HLA-DQA10201-DQB10301 with pseudo-sequence HLA-DQA10201-DQB10301. The binding affinity (normalized) is 0.750. (6) The peptide sequence is KPLLIIAEDVEGEY. The MHC is DRB1_0401 with pseudo-sequence DRB1_0401. The binding affinity (normalized) is 0.563.